Dataset: Merck oncology drug combination screen with 23,052 pairs across 39 cell lines. Task: Regression. Given two drug SMILES strings and cell line genomic features, predict the synergy score measuring deviation from expected non-interaction effect. (1) Drug 1: CC1CC2C3CCC4=CC(=O)C=CC4(C)C3(F)C(O)CC2(C)C1(O)C(=O)CO. Drug 2: CCN(CC)CCNC(=O)c1c(C)[nH]c(C=C2C(=O)Nc3ccc(F)cc32)c1C. Cell line: HT144. Synergy scores: synergy=0.882. (2) Drug 1: C#Cc1cccc(Nc2ncnc3cc(OCCOC)c(OCCOC)cc23)c1. Drug 2: Cc1nc(Nc2ncc(C(=O)Nc3c(C)cccc3Cl)s2)cc(N2CCN(CCO)CC2)n1. Cell line: A2780. Synergy scores: synergy=55.7. (3) Drug 1: CC1CC2C3CCC4=CC(=O)C=CC4(C)C3(F)C(O)CC2(C)C1(O)C(=O)CO. Drug 2: C#Cc1cccc(Nc2ncnc3cc(OCCOC)c(OCCOC)cc23)c1. Cell line: KPL1. Synergy scores: synergy=13.3. (4) Drug 1: O=C(CCCCCCC(=O)Nc1ccccc1)NO. Drug 2: NC1(c2ccc(-c3nc4ccn5c(=O)[nH]nc5c4cc3-c3ccccc3)cc2)CCC1. Cell line: HT29. Synergy scores: synergy=41.4. (5) Drug 1: C=CCn1c(=O)c2cnc(Nc3ccc(N4CCN(C)CC4)cc3)nc2n1-c1cccc(C(C)(C)O)n1. Drug 2: Cc1nc(Nc2ncc(C(=O)Nc3c(C)cccc3Cl)s2)cc(N2CCN(CCO)CC2)n1. Cell line: SW620. Synergy scores: synergy=64.7.